From a dataset of Reaction yield outcomes from USPTO patents with 853,638 reactions. Predict the reaction yield, written as a fraction of the theoretical maximum amount of product (1.0 means a 100% yield; for example, 0.34 means a 34% yield). The reactants are [CH3:1][C:2]1[CH:11]=[CH:10][C:5]2[N:6]=[C:7]([NH2:9])[S:8][C:4]=2[CH:3]=1.[C:12](N1C=CN=C1)([N:14]1[CH:18]=[CH:17][N:16]=[CH:15]1)=[S:13]. The catalyst is C(#N)C. The product is [CH3:1][C:2]1[CH:11]=[CH:10][C:5]2[N:6]=[C:7]([NH:9][C:12]([N:14]3[CH:18]=[CH:17][N:16]=[CH:15]3)=[S:13])[S:8][C:4]=2[CH:3]=1. The yield is 0.620.